Dataset: Catalyst prediction with 721,799 reactions and 888 catalyst types from USPTO. Task: Predict which catalyst facilitates the given reaction. Reactant: [Cl:1][C:2]1[CH:3]=[C:4]2[C:9](=[CH:10][CH:11]=1)[NH:8][CH:7]([C:12]1[CH:18]=[CH:17][CH:16]=[CH:15][C:13]=1[NH2:14])[CH2:6][C:5]2([CH3:20])[CH3:19].N1C=CC=CC=1.[F:27][C:28]1[CH:29]=[C:30]([S:34](Cl)(=[O:36])=[O:35])[CH:31]=[CH:32][CH:33]=1. Product: [Cl:1][C:2]1[CH:3]=[C:4]2[C:9](=[CH:10][CH:11]=1)[NH:8][CH:7]([C:12]1[CH:18]=[CH:17][CH:16]=[CH:15][C:13]=1[NH:14][S:34]([C:30]1[CH:31]=[CH:32][CH:33]=[C:28]([F:27])[CH:29]=1)(=[O:36])=[O:35])[CH2:6][C:5]2([CH3:20])[CH3:19]. The catalyst class is: 4.